From a dataset of Catalyst prediction with 721,799 reactions and 888 catalyst types from USPTO. Predict which catalyst facilitates the given reaction. Reactant: [Si]([O:8][C:9]1[CH:10]=[CH:11][CH:12]=[C:13]2[C:18]=1[N:17]=[C:16]([C:19]1[N:23]3[CH:24]=[C:25]([F:28])[CH:26]=[CH:27][C:22]3=[N:21][N:20]=1)[CH:15]=[CH:14]2)(C(C)(C)C)(C)C.C1COCC1.CCCC[N+](CCCC)(CCCC)CCCC.[F-].C([O-])(O)=O.[Na+]. Product: [F:28][C:25]1[CH:26]=[CH:27][C:22]2[N:23]([C:19]([C:16]3[CH:15]=[CH:14][C:13]4[C:18](=[C:9]([OH:8])[CH:10]=[CH:11][CH:12]=4)[N:17]=3)=[N:20][N:21]=2)[CH:24]=1. The catalyst class is: 161.